Predict the product of the given reaction. From a dataset of Forward reaction prediction with 1.9M reactions from USPTO patents (1976-2016). (1) The product is: [O:1]([CH:2]([CH3:16])[CH2:3][C:4]1[CH:9]=[CH:8][C:7]([C:10]2[O:14][N:13]=[C:12]([OH:15])[CH:11]=2)=[CH:6][CH:5]=1)[C:4]1[CH:9]=[CH:8][CH:7]=[CH:6][CH:5]=1. Given the reactants [OH:1][CH:2]([CH3:16])[CH2:3][C:4]1[CH:9]=[CH:8][C:7]([C:10]2[O:14][N:13]=[C:12]([OH:15])[CH:11]=2)=[CH:6][CH:5]=1.C(=O)(O)[O-].[Na+], predict the reaction product. (2) The product is: [Cl:28][C:11]1[N:10]2[N:14]=[CH:15][N:16]=[C:9]2[CH:8]=[C:7]([C:1]2[CH:6]=[CH:5][CH:4]=[CH:3][CH:2]=2)[CH:12]=1. Given the reactants [C:1]1([C:7]2[CH:8]=[C:9]3[NH:16][CH:15]=[N:14][N:10]3[C:11](=O)[CH:12]=2)[CH:6]=[CH:5][CH:4]=[CH:3][CH:2]=1.C(N(C(C)C)CC)(C)C.O=P(Cl)(Cl)[Cl:28], predict the reaction product.